This data is from Catalyst prediction with 721,799 reactions and 888 catalyst types from USPTO. The task is: Predict which catalyst facilitates the given reaction. (1) Reactant: [CH3:1][N:2]([CH3:29])[C:3]1[C:27]([CH3:28])=[CH:26][C:6]2[N:7]=[C:8]3[C:13]([N:14]([CH2:15][CH2:16][CH2:17][CH2:18][CH2:19][CH2:20][C:21]([OH:23])=[O:22])[C:5]=2[CH:4]=1)=[N:12][C:11](=[O:24])[NH:10][C:9]3=[O:25].S(=O)(=O)(O)O.[CH2:35](N(CC)CC)C. Product: [CH3:35][O:22][C:21](=[O:23])[CH2:20][CH2:19][CH2:18][CH2:17][CH2:16][CH2:15][N:14]1[C:13]2[C:8]([C:9](=[O:25])[NH:10][C:11](=[O:24])[N:12]=2)=[N:7][C:6]2[CH:26]=[C:27]([CH3:28])[C:3]([N:2]([CH3:1])[CH3:29])=[CH:4][C:5]1=2. The catalyst class is: 5. (2) Reactant: [Br:1][C:2]1[CH:7]=[CH:6][CH:5]=[CH:4][C:3]=1[NH:8][C:9](=[O:25])[NH:10][C:11]1[C:12]([O:23][CH3:24])=[N:13][C:14]([CH2:17][C:18]([O:20]CC)=[O:19])=[CH:15][CH:16]=1.[OH-].[Na+].Cl. Product: [Br:1][C:2]1[CH:7]=[CH:6][CH:5]=[CH:4][C:3]=1[NH:8][C:9](=[O:25])[NH:10][C:11]1[C:12]([O:23][CH3:24])=[N:13][C:14]([CH2:17][C:18]([OH:20])=[O:19])=[CH:15][CH:16]=1. The catalyst class is: 1.